The task is: Predict the product of the given reaction.. This data is from Forward reaction prediction with 1.9M reactions from USPTO patents (1976-2016). (1) Given the reactants Cl[C:2]1[N:7]=[C:6]([NH:8][C:9]2[C:18]([F:19])=[CH:17][CH:16]=[CH:15][C:10]=2[C:11]([NH:13][CH3:14])=[O:12])[C:5]([Cl:20])=[CH:4][N:3]=1.[NH2:21][C:22]1[CH:35]=[CH:34][C:25]2[CH2:26][CH2:27][CH2:28][C:29](=[O:33])[N:30]([CH2:31][CH3:32])[C:24]=2[CH:23]=1.C12(CS(O)(=O)=O)C(C)(C)C(CC1)CC2=O, predict the reaction product. The product is: [Cl:20][C:5]1[C:6]([NH:8][C:9]2[C:18]([F:19])=[CH:17][CH:16]=[CH:15][C:10]=2[C:11]([NH:13][CH3:14])=[O:12])=[N:7][C:2]([NH:21][C:22]2[CH:35]=[CH:34][C:25]3[CH2:26][CH2:27][CH2:28][C:29](=[O:33])[N:30]([CH2:31][CH3:32])[C:24]=3[CH:23]=2)=[N:3][CH:4]=1. (2) Given the reactants Cl[C:2](OC(Cl)(Cl)Cl)=[O:3].[NH2:9][C:10]1[CH:18]=[CH:17][C:16]([Cl:19])=[CH:15][C:11]=1[C:12]([OH:14])=[O:13], predict the reaction product. The product is: [Cl:19][C:16]1[CH:17]=[CH:18][C:10]2[NH:9][C:2](=[O:3])[O:13][C:12](=[O:14])[C:11]=2[CH:15]=1. (3) Given the reactants [Cl:1][C:2]1[CH:7]=[CH:6][C:5]([NH:8][C:9](=[O:12])[C:10]#[CH:11])=[CH:4][CH:3]=1.I[C:14]1[CH:19]=[CH:18][C:17]([CH2:20][CH2:21][N:22]2[CH2:26][CH2:25][CH2:24][CH2:23]2)=[CH:16][CH:15]=1, predict the reaction product. The product is: [Cl:1][C:2]1[CH:3]=[CH:4][C:5]([NH:8][C:9](=[O:12])[C:10]#[C:11][C:14]2[CH:15]=[CH:16][C:17]([CH2:20][CH2:21][N:22]3[CH2:26][CH2:25][CH2:24][CH2:23]3)=[CH:18][CH:19]=2)=[CH:6][CH:7]=1.